This data is from Forward reaction prediction with 1.9M reactions from USPTO patents (1976-2016). The task is: Predict the product of the given reaction. (1) Given the reactants [Cr:1].[NH:2]([S:10]([C:13]([F:16])([F:15])[F:14])(=[O:12])=[O:11])[S:3]([C:6]([F:9])([F:8])[F:7])(=[O:5])=[O:4], predict the reaction product. The product is: [NH:2]([S:3]([C:6]([F:9])([F:7])[F:8])(=[O:5])=[O:4])[S:10]([C:13]([F:16])([F:15])[F:14])(=[O:12])=[O:11].[NH:2]([S:3]([C:6]([F:9])([F:7])[F:8])(=[O:5])=[O:4])[S:10]([C:13]([F:16])([F:15])[F:14])(=[O:12])=[O:11].[Cr+3:1]. (2) Given the reactants [Cl:1][C:2]1[CH:3]=[CH:4][N:5]2[C:10]=1[C:9](=[O:11])[O:8][C:7]([CH2:12]Cl)=[N:6]2.[I-:14].[Na+].O.[Cl-].[Na+].O, predict the reaction product. The product is: [Cl:1][C:2]1[CH:3]=[CH:4][N:5]2[C:10]=1[C:9](=[O:11])[O:8][C:7]([CH2:12][I:14])=[N:6]2.